From a dataset of Reaction yield outcomes from USPTO patents with 853,638 reactions. Predict the reaction yield, written as a fraction of the theoretical maximum amount of product (1.0 means a 100% yield; for example, 0.34 means a 34% yield). (1) The reactants are [NH2:1][C:2]1[CH:10]=[CH:9][C:5]([C:6]([OH:8])=O)=[CH:4][C:3]=1[C:11]([F:14])([F:13])[F:12].[O:15]=[C:16]1[O:20][CH:19]([O:21][CH2:22][CH2:23][C:24]2C=[CH:28][CH:27]=[CH:26][CH:25]=2)[CH:18]([NH:30][C:31]([CH:33]2[CH2:37][CH2:36][CH2:35][N:34]2[C:38](=[O:52])[CH:39]([NH:41]C(=O)C2C=CC(N)=C(Cl)C=2)[CH3:40])=[O:32])[CH2:17]1. No catalyst specified. The product is [CH2:22]([O:21][CH:19]1[CH:18]([NH:30][C:31]([CH:33]2[CH2:37][CH2:36][CH2:35][N:34]2[C:38](=[O:52])[CH:39]([NH:41][C:6](=[O:8])[C:5]2[CH:9]=[CH:10][C:2]([NH2:1])=[C:3]([C:11]([F:14])([F:13])[F:12])[CH:4]=2)[CH3:40])=[O:32])[CH2:17][C:16](=[O:15])[O:20]1)[C:23]1[CH:24]=[CH:25][CH:26]=[CH:27][CH:28]=1. The yield is 0.480. (2) The reactants are [C:1]1([C:7]2[N:12]=[C:11]([C:13]([OH:15])=O)[CH:10]=[CH:9][N:8]=2)[CH:6]=[CH:5][CH:4]=[CH:3][CH:2]=1.C(N1C=CN=C1)(N1[CH:22]=[CH:21]N=C1)=O.C(O)(=O)[CH2:29][C:30]([OH:32])=[O:31].C([K])C.[Cl-].[Mg+2].[Cl-]. The catalyst is O1CCCC1. The product is [CH2:21]([O:32][C:30](=[O:31])[CH2:29][C:13](=[O:15])[C:11]1[CH:10]=[CH:9][N:8]=[C:7]([C:1]2[CH:2]=[CH:3][CH:4]=[CH:5][CH:6]=2)[N:12]=1)[CH3:22]. The yield is 0.580. (3) The reactants are [CH2:1]([C:3]1[NH:12][C:6]2[N:7]=[CH:8][N:9]=[C:10](O)[C:5]=2[C:4]=1[CH3:13])[CH3:2].P(Cl)(Cl)([Cl:16])=O. No catalyst specified. The product is [Cl:16][C:10]1[C:5]2[C:4]([CH3:13])=[C:3]([CH2:1][CH3:2])[NH:12][C:6]=2[N:7]=[CH:8][N:9]=1. The yield is 0.660. (4) The reactants are [CH3:1][C:2]1[CH:3]=[C:4]([CH:8]=[CH:9][C:10]=1[CH3:11])[C:5]([OH:7])=O.N[NH:13][C@@H:14]([CH2:19][OH:20])[CH2:15][CH:16]([CH3:18])[CH3:17]. No catalyst specified. The product is [OH:20][CH2:19][C@H:14]([NH:13][C:5](=[O:7])[C:4]1[CH:8]=[CH:9][C:10]([CH3:11])=[C:2]([CH3:1])[CH:3]=1)[CH2:15][CH:16]([CH3:18])[CH3:17]. The yield is 0.750. (5) No catalyst specified. The product is [F:17][C:18]1[C:23]([F:24])=[CH:22][CH:21]=[CH:20][C:19]=1[C:25]1[N:30]=[C:29]([N:31]2[CH2:32][CH2:33][N:34]([C:9]([NH:8][C:5]3[O:4][N:3]=[C:2]([CH3:1])[C:6]=3[CH3:7])=[O:16])[CH2:35][CH2:36]2)[CH:28]=[CH:27][CH:26]=1. The reactants are [CH3:1][C:2]1[C:6]([CH3:7])=[C:5]([NH:8][C:9](=[O:16])OCC(Cl)(Cl)Cl)[O:4][N:3]=1.[F:17][C:18]1[C:23]([F:24])=[CH:22][CH:21]=[CH:20][C:19]=1[C:25]1[N:30]=[C:29]([N:31]2[CH2:36][CH2:35][NH:34][CH2:33][CH2:32]2)[CH:28]=[CH:27][CH:26]=1. The yield is 0.500. (6) The reactants are Cl[C:2]1[N:3]=[CH:4][C:5]2[C:10]([CH:11]=1)=[CH:9][CH:8]=[C:7]([O:12][CH3:13])[CH:6]=2.[C:14]([C:17]1[CH:22]=[CH:21][C:20](B(O)O)=[C:19]([F:26])[CH:18]=1)([OH:16])=[O:15].C([O-])([O-])=O.[K+].[K+]. The catalyst is COCCOCCO.O.C1C=CC(P(C2C=CC=CC=2)[C-]2C=CC=C2)=CC=1.C1C=CC(P(C2C=CC=CC=2)[C-]2C=CC=C2)=CC=1.Cl[Pd]Cl.[Fe+2]. The product is [F:26][C:19]1[CH:18]=[C:17]([CH:22]=[CH:21][C:20]=1[C:2]1[N:3]=[CH:4][C:5]2[C:10]([CH:11]=1)=[CH:9][CH:8]=[C:7]([O:12][CH3:13])[CH:6]=2)[C:14]([OH:16])=[O:15]. The yield is 0.300. (7) The catalyst is O1CCOCC1. The reactants are [F:1][C:2]1[CH:7]=[CH:6][C:5]([C:8]2[N:13]=[C:12]3[CH:14]=[C:15](CO)[N:16]([CH3:17])[C:11]3=[C:10]([C:20]3[CH:25]=[CH:24][C:23]([F:26])=[CH:22][CH:21]=3)[C:9]=2[C:27]2[CH:32]=[CH:31][N:30]=[CH:29][CH:28]=2)=[CH:4][CH:3]=1.CC([O-])(C)C.[K+].Cl.CCOC(C)=O. The product is [F:1][C:2]1[CH:3]=[CH:4][C:5]([C:8]2[N:13]=[C:12]3[CH:14]=[CH:15][N:16]([CH3:17])[C:11]3=[C:10]([C:20]3[CH:25]=[CH:24][C:23]([F:26])=[CH:22][CH:21]=3)[C:9]=2[C:27]2[CH:28]=[CH:29][N:30]=[CH:31][CH:32]=2)=[CH:6][CH:7]=1. The yield is 0.190. (8) The reactants are C(OC[N:9]1[C:13]2[N:14]=[CH:15][N:16]=[C:17]([C:18]3[CH:19]=[N:20][N:21]([C:23]4([CH2:32][C:33]#[N:34])[CH2:26][N:25]([S:27]([CH2:30][CH3:31])(=[O:29])=[O:28])[CH2:24]4)[CH:22]=3)[C:12]=2[CH:11]=[CH:10]1)(=O)C(C)(C)C.O.[OH-].[Li+].Cl. The catalyst is C(#N)C.C(O)(C)C. The product is [N:14]1[C:13]2[NH:9][CH:10]=[CH:11][C:12]=2[C:17]([C:18]2[CH:19]=[N:20][N:21]([C:23]3([CH2:32][C:33]#[N:34])[CH2:24][N:25]([S:27]([CH2:30][CH3:31])(=[O:28])=[O:29])[CH2:26]3)[CH:22]=2)=[N:16][CH:15]=1. The yield is 0.780. (9) The reactants are Br[C:2]1[N:7]=[C:6]([N:8]([C:15]2[CH:20]=[CH:19][CH:18]=[C:17](Br)[N:16]=2)[C:9]2[CH:14]=[CH:13][CH:12]=[CH:11][CH:10]=2)[CH:5]=[CH:4][CH:3]=1.[CH:22]1[C:30]2[C:29]3[CH:31]=[CH:32][CH:33]=[CH:34][C:28]=3[O:27][C:26]=2[C:25](B(O)O)=[CH:24][CH:23]=1.C1(P(C2CCCCC2)[C:45]2[CH:50]=[CH:49][CH:48]=[CH:47][C:46]=2[C:51]2[C:56]([O:57]C)=[CH:55][CH:54]=[CH:53][C:52]=2OC)CCCCC1.O.[O-]P([O-])([O-])=O.[K+].[K+].[K+]. The catalyst is C1(C)C=CC=CC=1.O.C1C=CC(/C=C/C(/C=C/C2C=CC=CC=2)=O)=CC=1.C1C=CC(/C=C/C(/C=C/C2C=CC=CC=2)=O)=CC=1.C1C=CC(/C=C/C(/C=C/C2C=CC=CC=2)=O)=CC=1.[Pd].[Pd]. The product is [CH:22]1[C:30]2[C:29]3[CH:31]=[CH:32][CH:33]=[CH:34][C:28]=3[O:27][C:26]=2[C:25]([C:2]2[N:7]=[C:6]([N:8]([C:15]3[CH:20]=[CH:19][CH:18]=[C:17]([C:55]4[C:56]5[O:57][C:45]6[CH:50]=[CH:49][CH:48]=[CH:47][C:46]=6[C:51]=5[CH:52]=[CH:53][CH:54]=4)[N:16]=3)[C:9]3[CH:14]=[CH:13][CH:12]=[CH:11][CH:10]=3)[CH:5]=[CH:4][CH:3]=2)=[CH:24][CH:23]=1. The yield is 0.870.